From a dataset of Full USPTO retrosynthesis dataset with 1.9M reactions from patents (1976-2016). Predict the reactants needed to synthesize the given product. (1) Given the product [CH3:13][CH:14]([CH3:33])[CH:15]([C:27]1[CH:28]=[CH:29][CH:30]=[CH:31][CH:32]=1)[C:16]([NH:18][C@@H:19]1[C@@H:26]2[C@@H:22]([CH2:23][N:24]([CH2:34][C:4]3[CH:3]=[CH:10][CH:9]=[CH:8][C:5]=3[CH3:6])[CH2:25]2)[CH2:21][CH2:20]1)=[O:17], predict the reactants needed to synthesize it. The reactants are: FC(F)(F)[C:3]1[CH:4]=[C:5]([CH:8]=[CH:9][CH:10]=1)[CH:6]=O.[CH3:13][CH:14]([CH3:33])[CH:15]([C:27]1[CH:32]=[CH:31][CH:30]=[CH:29][CH:28]=1)[C:16]([NH:18][C@@H:19]1[C@@H:26]2[C@@H:22]([CH2:23][NH:24][CH2:25]2)[CH2:21][CH2:20]1)=[O:17].[CH:34]1(C(C2CCCCC2)C(N[C@@H]2[C@H]3[C@H](CNC3)CC2)=O)CCCCC1. (2) Given the product [N:38]1([O:21][C:20]([C:18]2[CH:17]=[CH:16][C:13]3[N:14]([CH3:15])[C:10]([NH:9][C:3]4[C:4]([Cl:8])=[CH:5][CH:6]=[CH:7][C:2]=4[Cl:1])=[N:11][C:12]=3[CH:19]=2)=[O:22])[C:33]2[CH:34]=[CH:35][CH:36]=[CH:37][C:32]=2[N:31]=[N:39]1, predict the reactants needed to synthesize it. The reactants are: [Cl:1][C:2]1[CH:7]=[CH:6][CH:5]=[C:4]([Cl:8])[C:3]=1[NH:9][C:10]1[N:14]([CH3:15])[C:13]2[CH:16]=[CH:17][C:18]([C:20]([OH:22])=[O:21])=[CH:19][C:12]=2[N:11]=1.CN(C(O[N:31]1[N:39]=[N:38][C:33]2[CH:34]=[CH:35][CH:36]=[CH:37][C:32]1=2)=[N+](C)C)C.F[P-](F)(F)(F)(F)F. (3) The reactants are: [CH3:1][O:2][C:3]1[CH:4]=[C:5]([C:9]2([C:15]#[N:16])[CH2:14][CH2:13][NH:12][CH2:11][CH2:10]2)[CH:6]=[CH:7][CH:8]=1.[C:17]([O:21][C:22]([N:24]1[CH2:29][CH2:28][C:27](=O)[CH2:26][CH2:25]1)=[O:23])([CH3:20])([CH3:19])[CH3:18].C(O[BH-](OC(=O)C)OC(=O)C)(=O)C.[Na+].C(=O)([O-])O.[Na+]. Given the product [C:15]([C:9]1([C:5]2[CH:6]=[CH:7][CH:8]=[C:3]([O:2][CH3:1])[CH:4]=2)[CH2:14][CH2:13][N:12]([CH:27]2[CH2:28][CH2:29][N:24]([C:22]([O:21][C:17]([CH3:20])([CH3:19])[CH3:18])=[O:23])[CH2:25][CH2:26]2)[CH2:11][CH2:10]1)#[N:16], predict the reactants needed to synthesize it. (4) Given the product [C:4]([C:3]1[CH:6]=[CH:7][CH:8]=[CH:9][C:2]=1[O:10][C:11]1[CH:12]=[CH:13][C:14]([CH2:17][NH:18][C:19](=[O:27])[C:20]2[CH:25]=[CH:24][CH:23]=[N:22][C:21]=2[NH2:26])=[CH:15][CH:16]=1)#[N:5], predict the reactants needed to synthesize it. The reactants are: F[C:2]1[CH:9]=[CH:8][CH:7]=[CH:6][C:3]=1[C:4]#[N:5].[OH:10][C:11]1[CH:16]=[CH:15][C:14]([CH2:17][NH:18][C:19](=[O:27])[C:20]2[CH:25]=[CH:24][CH:23]=[N:22][C:21]=2[NH2:26])=[CH:13][CH:12]=1.C(=O)([O-])[O-].[Cs+].[Cs+].Cl. (5) Given the product [Br:13][C:14]1[CH:19]=[CH:18][C:17]([CH2:20][C:6]2[C:7]([OH:8])=[N:25][NH:26][C:5]=2[CH:4]([CH3:12])[CH3:3])=[C:16]([CH3:22])[CH:15]=1, predict the reactants needed to synthesize it. The reactants are: [H-].[Na+].[CH3:3][CH:4]([CH3:12])[C:5](=O)[CH2:6][C:7](OC)=[O:8].[Br:13][C:14]1[CH:19]=[CH:18][C:17]([CH2:20]Cl)=[C:16]([CH3:22])[CH:15]=1.Cl.O.[NH2:25][NH2:26]. (6) Given the product [CH2:7]([N:14]1[CH2:15][C@@H:16]([CH2:22][C:23]2[CH:28]=[CH:27][CH:26]=[CH:25][CH:24]=2)[NH:17][CH2:18][C@@H:19]1[CH3:20])[C:8]1[CH:9]=[CH:10][CH:11]=[CH:12][CH:13]=1, predict the reactants needed to synthesize it. The reactants are: [H-].[Al+3].[Li+].[H-].[H-].[H-].[CH2:7]([N:14]1[C@H:19]([CH3:20])[C:18](=O)[NH:17][C@@H:16]([CH2:22][C:23]2[CH:28]=[CH:27][CH:26]=[CH:25][CH:24]=2)[C:15]1=O)[C:8]1[CH:13]=[CH:12][CH:11]=[CH:10][CH:9]=1.